Dataset: Catalyst prediction with 721,799 reactions and 888 catalyst types from USPTO. Task: Predict which catalyst facilitates the given reaction. (1) Reactant: [F:1][C:2]1[CH:3]=[C:4]([B:9]2[O:17][C:14]([CH3:16])([CH3:15])[C:11]([CH3:13])([CH3:12])[O:10]2)[C:5]([CH3:8])=[CH:6][CH:7]=1.C1C(=O)N([Br:25])C(=O)C1.CC(N=NC(C#N)(C)C)(C#N)C.C1(=O)NC(=O)CC1. Product: [Br:25][CH2:8][C:5]1[C:4]([B:9]2[O:17][C:14]([CH3:16])([CH3:15])[C:11]([CH3:13])([CH3:12])[O:10]2)=[CH:3][C:2]([F:1])=[CH:7][CH:6]=1. The catalyst class is: 53. (2) Reactant: I[C:2]([C@@H:4]([C@H:6]([C@H:8]([C@@H:10]([CH2:12][OH:13])[OH:11])[OH:9])[OH:7])[OH:5])=O.[C-:14]#[N:15].[Na+]. Product: [CH2-:2][C:4]([CH3:6])=[O:5].[CH2-:2][C:4]([CH3:6])=[O:5].[C:14]([CH2:2][C@H:4]([OH:5])[C@@H:6]([OH:7])[C@@H:8]([OH:9])[C@H:10]([OH:11])[CH:12]=[O:13])#[N:15]. The catalyst class is: 3. (3) Reactant: C([O:8][C:9]1[CH:14]=[CH:13][C:12]([C@@H:15]([O:54][Si:55]([C:58]([CH3:61])([CH3:60])[CH3:59])([CH3:57])[CH3:56])[CH2:16][NH:17][CH2:18][CH2:19][C:20]2[CH:53]=[CH:52][C:23]([O:24][CH2:25][CH2:26][CH2:27][CH2:28][C:29]3[CH:34]=[CH:33][C:32]([OH:35])=[C:31]([C@@H:36]([C:46]4[CH:51]=[CH:50][CH:49]=[CH:48][CH:47]=4)[CH2:37][CH2:38][N:39]([CH:43]([CH3:45])[CH3:44])[CH:40]([CH3:42])[CH3:41])[CH:30]=3)=[CH:22][CH:21]=2)=[CH:11][C:10]=1[CH2:62][OH:63])C1C=CC=CC=1.C([O-])=O.[NH4+]. Product: [Si:55]([O:54][C@H:15]([C:12]1[CH:13]=[CH:14][C:9]([OH:8])=[C:10]([CH2:62][OH:63])[CH:11]=1)[CH2:16][NH:17][CH2:18][CH2:19][C:20]1[CH:21]=[CH:22][C:23]([O:24][CH2:25][CH2:26][CH2:27][CH2:28][C:29]2[CH:34]=[CH:33][C:32]([OH:35])=[C:31]([C@@H:36]([C:46]3[CH:51]=[CH:50][CH:49]=[CH:48][CH:47]=3)[CH2:37][CH2:38][N:39]([CH:43]([CH3:45])[CH3:44])[CH:40]([CH3:42])[CH3:41])[CH:30]=2)=[CH:52][CH:53]=1)([C:58]([CH3:61])([CH3:59])[CH3:60])([CH3:57])[CH3:56]. The catalyst class is: 261.